From a dataset of CYP1A2 inhibition data for predicting drug metabolism from PubChem BioAssay. Regression/Classification. Given a drug SMILES string, predict its absorption, distribution, metabolism, or excretion properties. Task type varies by dataset: regression for continuous measurements (e.g., permeability, clearance, half-life) or binary classification for categorical outcomes (e.g., BBB penetration, CYP inhibition). Dataset: cyp1a2_veith. The molecule is CC(C)OC(=O)C[C@H](NC(=O)OC(C)(C)C)c1ccccc1. The result is 0 (non-inhibitor).